This data is from Catalyst prediction with 721,799 reactions and 888 catalyst types from USPTO. The task is: Predict which catalyst facilitates the given reaction. (1) Reactant: [CH2:1]([O:5][C:6]1[CH:11]=[CH:10][C:9]([S:12]([N:15]2[CH:21]([C:22]([NH:24][OH:25])=[O:23])[CH2:20][CH2:19][N:18](C(OC(C)(C)C)=O)[CH2:17][CH2:16]2)(=[O:14])=[O:13])=[CH:8][CH:7]=1)[C:2]#[C:3][CH3:4].Cl. Product: [CH2:1]([O:5][C:6]1[CH:7]=[CH:8][C:9]([S:12]([N:15]2[CH:21]([C:22]([NH:24][OH:25])=[O:23])[CH2:20][CH2:19][NH:18][CH2:17][CH2:16]2)(=[O:13])=[O:14])=[CH:10][CH:11]=1)[C:2]#[C:3][CH3:4]. The catalyst class is: 12. (2) Reactant: [C:1]([C:5]1[CH:6]=[C:7]([C:15](=[O:17])[CH3:16])[CH:8]=[C:9]([N+:12]([O-])=O)[C:10]=1[OH:11])([CH3:4])([CH3:3])[CH3:2].C(OCC)(=O)C.CCCCCC. Product: [NH2:12][C:9]1[CH:8]=[C:7]([C:15](=[O:17])[CH3:16])[CH:6]=[C:5]([C:1]([CH3:2])([CH3:4])[CH3:3])[C:10]=1[OH:11]. The catalyst class is: 586. (3) Reactant: N(OC(C)(C)C)=O.[CH2:8]([O:11][C:12]1[CH:24]=[CH:23][C:15]2[N+:16]([O-:22])=[C:17](N)[N:18]=[N+:19]([O-:20])[C:14]=2[CH:13]=1)[CH:9]=[CH2:10]. Product: [CH2:8]([O:11][C:12]1[CH:24]=[CH:23][C:15]2[N+:16]([O-:22])=[CH:17][N:18]=[N+:19]([O-:20])[C:14]=2[CH:13]=1)[CH:9]=[CH2:10]. The catalyst class is: 3. (4) Reactant: [F:1][C:2]1[CH:7]=[CH:6][C:5]([CH3:8])=[CH:4][C:3]=1[NH:9][C:10]([NH:12][C:13]1[CH:33]=[CH:32][C:16]([O:17][C:18]2[CH:23]=[CH:22][N:21]=[C:20]([C:24]3[CH:25]=[C:26]([C:29](O)=[O:30])[S:27][CH:28]=3)[CH:19]=2)=[CH:15][CH:14]=1)=[O:11].CN(C(ON1N=NC2C=CC=NC1=2)=[N+](C)C)C.F[P-](F)(F)(F)(F)F.C(N(CC)C(C)C)(C)C.Cl.[CH3:68][O:69][C:70](=[O:73])[CH2:71][NH2:72].Cl. Product: [F:1][C:2]1[CH:7]=[CH:6][C:5]([CH3:8])=[CH:4][C:3]=1[NH:9][C:10]([NH:12][C:13]1[CH:33]=[CH:32][C:16]([O:17][C:18]2[CH:23]=[CH:22][N:21]=[C:20]([C:24]3[CH:25]=[C:26]([C:29]([NH:72][CH2:71][C:70]([O:69][CH3:68])=[O:73])=[O:30])[S:27][CH:28]=3)[CH:19]=2)=[CH:15][CH:14]=1)=[O:11]. The catalyst class is: 18.